Dataset: Catalyst prediction with 721,799 reactions and 888 catalyst types from USPTO. Task: Predict which catalyst facilitates the given reaction. (1) Reactant: [C:1]([N:4]1[C:13]2[C:8](=[CH:9][C:10]([C:14]#[N:15])=[CH:11][CH:12]=2)[C@H:7]([NH:16][C:17]2[C:22]([CH2:23][OH:24])=[CH:21][CH:20]=[CH:19][N:18]=2)[C@@H:6]([CH3:25])[C@@H:5]1[CH:26]1[CH2:28][CH2:27]1)(=[O:3])[CH3:2].C(=O)([O-])[O-:30].[K+].[K+].OO. Product: [C:1]([N:4]1[C:13]2[C:8](=[CH:9][C:10]([C:14]([NH2:15])=[O:30])=[CH:11][CH:12]=2)[C@H:7]([NH:16][C:17]2[C:22]([CH2:23][OH:24])=[CH:21][CH:20]=[CH:19][N:18]=2)[C@@H:6]([CH3:25])[C@@H:5]1[CH:26]1[CH2:28][CH2:27]1)(=[O:3])[CH3:2]. The catalyst class is: 58. (2) Reactant: FC(F)(F)C(O)=O.[CH2:8]1[C:16]2[C:11](=[CH:12][CH:13]=[CH:14][CH:15]=2)[CH2:10][CH:9]1[NH:17][C:18]1[N:19]=[CH:20][C:21]2[CH2:26][N:25]([C:27](=[O:44])[CH2:28][N:29]([CH2:37][CH2:38][C:39]3[NH:43][N:42]=[N:41][CH:40]=3)C(=O)OC(C)(C)C)[CH2:24][C:22]=2[N:23]=1. Product: [CH2:8]1[C:16]2[C:11](=[CH:12][CH:13]=[CH:14][CH:15]=2)[CH2:10][CH:9]1[NH:17][C:18]1[N:19]=[CH:20][C:21]2[CH2:26][N:25]([C:27](=[O:44])[CH2:28][NH:29][CH2:37][CH2:38][C:39]3[NH:43][N:42]=[N:41][CH:40]=3)[CH2:24][C:22]=2[N:23]=1. The catalyst class is: 4. (3) Reactant: CO[C:3](=[O:24])[C:4]1[CH:9]=[CH:8][CH:7]=[CH:6][C:5]=1[NH:10][C:11](=[O:23])[CH:12]([C:14]1[CH:19]=[CH:18][C:17]([OH:20])=[C:16]([O:21][CH3:22])[CH:15]=1)[CH3:13].[Li+].C[Si]([N-][Si](C)(C)C)(C)C.CCCCCC. Product: [OH:20][C:17]1[CH:18]=[CH:19][C:14]([C:12]2([CH3:13])[C:3](=[O:24])[C:4]3[C:5](=[CH:6][CH:7]=[CH:8][CH:9]=3)[NH:10][C:11]2=[O:23])=[CH:15][C:16]=1[O:21][CH3:22]. The catalyst class is: 25. (4) Reactant: [CH:1]1[C:14]2[C:5](=[N:6][C:7]3[C:12]([N:13]=2)=[CH:11][CH:10]=[CH:9][CH:8]=3)[CH:4]=[CH:3][CH:2]=1.S(S([O-])=O)([O-])=O.[Na+].[Na+]. Product: [CH:11]1[C:12]2[NH:13][C:14]3[C:5](=[CH:4][CH:3]=[CH:2][CH:1]=3)[NH:6][C:7]=2[CH:8]=[CH:9][CH:10]=1. The catalyst class is: 40. (5) The catalyst class is: 2. Reactant: O[CH2:2][CH:3]([CH:6]([CH3:14])[CH2:7][CH:8]([CH3:13])[CH2:9][CH:10]([CH3:12])[CH3:11])[C:4]#[N:5].N12CCCN=C1CCCCC2.FC(F)(F)C(OC(=O)C(F)(F)F)=O. Product: [CH2:2]=[C:3]([CH:6]([CH3:14])[CH2:7][CH:8]([CH3:13])[CH2:9][CH:10]([CH3:12])[CH3:11])[C:4]#[N:5]. (6) Reactant: [F:1][C:2]1[CH:3]=[C:4]([CH:6]=[CH:7][C:8]=1[O:9][C:10]1[CH:15]=[CH:14][N:13]=[C:12]2[CH:16]=[C:17]([I:19])[S:18][C:11]=12)[NH2:5].[O:20]=[C:21]1[CH:25]([C:26](O)=[O:27])[CH2:24][CH2:23][NH:22]1.Cl.C(N=C=NCCCN(C)C)C.N1(O)C2C=CC=CC=2N=N1.C(N(C(C)C)C(C)C)C. Product: [F:1][C:2]1[CH:3]=[C:4]([NH:5][C:26]([CH:25]2[CH2:24][CH2:23][NH:22][C:21]2=[O:20])=[O:27])[CH:6]=[CH:7][C:8]=1[O:9][C:10]1[CH:15]=[CH:14][N:13]=[C:12]2[CH:16]=[C:17]([I:19])[S:18][C:11]=12. The catalyst class is: 1. (7) Reactant: [CH2:1]([O:5][C:6]1[CH:11]=[CH:10][C:9]([CH2:12][C@H:13]([NH:18][C:19]([C@@H:21](/[CH:30]=[CH:31]/[CH2:32][CH2:33][CH2:34][CH2:35][CH2:36][CH2:37][C:38](=[O:46])[CH2:39][CH2:40][CH2:41][CH2:42][CH2:43][CH2:44][CH3:45])[C@@:22]([OH:29])([CH2:26][CH2:27][OH:28])[C:23]([O-:25])=[O:24])=[O:20])[C:14]([O:16][CH3:17])=[O:15])=[CH:8][CH:7]=1)[C:2]#[C:3][CH3:4].[F:47][C:48]([F:59])([F:58])[C:49](O[C:49](=[O:50])[C:48]([F:59])([F:58])[F:47])=[O:50].C(N(CC)CC)C. Product: [CH2:1]([O:5][C:6]1[CH:7]=[CH:8][C:9]([CH2:12][C@H:13]([NH:18][C:19]([C@@H:21](/[CH:30]=[CH:31]/[CH2:32][CH2:33][CH2:34][CH2:35][CH2:36][CH2:37][C:38](=[O:46])[CH2:39][CH2:40][CH2:41][CH2:42][CH2:43][CH2:44][CH3:45])[C@@:22]([OH:29])([CH2:26][CH2:27][O:28][C:49](=[O:50])[C:48]([F:59])([F:58])[F:47])[C:23]([OH:25])=[O:24])=[O:20])[C:14]([O:16][CH3:17])=[O:15])=[CH:10][CH:11]=1)[C:2]#[C:3][CH3:4]. The catalyst class is: 166. (8) Reactant: ClC1C=[CH:6][C:5]([C:8]2([OH:32])[CH2:13][CH2:12][N:11]([C:14](=[O:31])[C@H:15]([NH:19][C:20]([C:22]3[CH:23]=[C:24]([CH:28]=[CH:29][CH:30]=3)[C:25](O)=[O:26])=[O:21])[CH:16]([CH3:18])[CH3:17])[CH2:10]C2)=[CH:4]C=1.[CH:33]1[CH:34]=[CH:35][C:36]2N(O)N=N[C:37]=2[CH:38]=1.[CH2:43](Cl)[CH2:44]Cl.[ClH:47].[C:48]([O:51]NCC)(=[O:50])[CH3:49].CC[N:57](C(C)C)C(C)C. Product: [Cl:47][C:33]1[CH:34]=[CH:35][C:36]([C@@:8]2([OH:32])[CH2:13][CH2:12][N:11]([C:14](=[O:31])[C@H:15]([NH:19][C:20]([C:22]3[CH:23]=[C:24]([CH:28]=[CH:29][CH:30]=3)[C:25]([NH:57][CH2:49][C:48]([O:51][CH2:43][CH3:44])=[O:50])=[O:26])=[O:21])[CH:16]([CH3:17])[CH3:18])[CH2:10][C:5]2([CH3:4])[CH3:6])=[CH:37][CH:38]=1. The catalyst class is: 22. (9) Reactant: [NH2:1][C:2]1[CH:7]=[CH:6][N:5]=[CH:4][CH:3]=1.C(N(CC)CC)C.ClC(Cl)(O[C:19](=[O:25])OC(Cl)(Cl)Cl)Cl.[CH3:27][CH:28]1[C:37]2[C:32](=[N:33][C:34]([C:38]3[CH:43]=[CH:42][CH:41]=[C:40]([C:44]([F:47])([F:46])[F:45])[CH:39]=3)=[CH:35][CH:36]=2)[NH:31][CH2:30][CH2:29]1. Product: [CH3:27][CH:28]1[C:37]2[C:32](=[N:33][C:34]([C:38]3[CH:43]=[CH:42][CH:41]=[C:40]([C:44]([F:47])([F:45])[F:46])[CH:39]=3)=[CH:35][CH:36]=2)[N:31]([C:19]([NH:1][C:2]2[CH:7]=[CH:6][N:5]=[CH:4][CH:3]=2)=[O:25])[CH2:30][CH2:29]1. The catalyst class is: 20. (10) Reactant: C[N:2](C)[CH:3]=[CH:4][C:5]([C:7]1[C:12](=[O:13])[CH:11]=[CH:10][N:9]([C:14]2[CH:19]=[CH:18][CH:17]=[C:16]([C:20]([F:23])([F:22])[F:21])[CH:15]=2)[N:8]=1)=O.Cl.[F:26][C:27]1[CH:32]=[CH:31][C:30]([NH:33]N)=[CH:29][CH:28]=1.CCN(CC)CC. Product: [F:26][C:27]1[CH:32]=[CH:31][C:30]([N:33]2[C:5]([C:7]3[C:12](=[O:13])[CH:11]=[CH:10][N:9]([C:14]4[CH:19]=[CH:18][CH:17]=[C:16]([C:20]([F:23])([F:22])[F:21])[CH:15]=4)[N:8]=3)=[CH:4][CH:3]=[N:2]2)=[CH:29][CH:28]=1. The catalyst class is: 8.